From a dataset of Forward reaction prediction with 1.9M reactions from USPTO patents (1976-2016). Predict the product of the given reaction. (1) Given the reactants I[C:2]1[C:7]([C:8]([NH:10][C:11]2[CH:16]=[CH:15][CH:14]=[C:13]([N:17]3[CH2:22][CH2:21][O:20][CH2:19][CH2:18]3)[CH:12]=2)=[O:9])=[C:6]([O:23][CH3:24])[N:5]=[CH:4][CH:3]=1.C(N(CC)C(=O)C1C=CC=CC=1O)C.[O-]P([O-])([O-])=O.[K+].[K+].[K+].[NH2:47][CH2:48][C:49]1[CH:54]=[CH:53][CH:52]=[CH:51][N:50]=1.N, predict the reaction product. The product is: [CH3:24][O:23][C:6]1[N:5]=[CH:4][CH:3]=[C:2]([NH:47][CH2:48][C:49]2[CH:54]=[CH:53][CH:52]=[CH:51][N:50]=2)[C:7]=1[C:8]([NH:10][C:11]1[CH:16]=[CH:15][CH:14]=[C:13]([N:17]2[CH2:22][CH2:21][O:20][CH2:19][CH2:18]2)[CH:12]=1)=[O:9]. (2) The product is: [Cl:13][C:10]1[CH:11]=[CH:12][C:7]([C:5]2[N:6]=[C:2]([S:20][C:21]3[N:26]=[CH:25][CH:24]=[CH:23][N:22]=3)[O:3][C:4]=2[CH2:14][CH2:15][C:16]([O:18][CH3:19])=[O:17])=[CH:8][CH:9]=1. Given the reactants Cl[C:2]1[O:3][C:4]([CH2:14][CH2:15][C:16]([O:18][CH3:19])=[O:17])=[C:5]([C:7]2[CH:12]=[CH:11][C:10]([Cl:13])=[CH:9][CH:8]=2)[N:6]=1.[SH:20][C:21]1[N:26]=[CH:25][CH:24]=[CH:23][N:22]=1.C(=O)([O-])[O-].[K+].[K+].CN(C)C=O, predict the reaction product.